From a dataset of Full USPTO retrosynthesis dataset with 1.9M reactions from patents (1976-2016). Predict the reactants needed to synthesize the given product. (1) Given the product [Cl:19][C:16]1[C:17]2[C:12](=[CH:11][CH:10]=[C:9]([CH2:8][N:5]3[CH2:6][CH2:7][C@H:3]([NH:2][S:40]([C:36]4[CH:35]=[CH:34][C:33]5[C:38](=[CH:39][C:30]([O:29][CH3:28])=[CH:31][CH:32]=5)[CH:37]=4)(=[O:42])=[O:41])[C:4]3=[O:20])[CH:18]=2)[CH:13]=[CH:14][N:15]=1, predict the reactants needed to synthesize it. The reactants are: Cl.[NH2:2][C@H:3]1[CH2:7][CH2:6][N:5]([CH2:8][C:9]2[CH:18]=[C:17]3[C:12]([CH:13]=[CH:14][N:15]=[C:16]3[Cl:19])=[CH:11][CH:10]=2)[C:4]1=[O:20].C(N(CC)CC)C.[CH3:28][O:29][C:30]1[CH:39]=[C:38]2[C:33]([CH:34]=[CH:35][C:36]([S:40](Cl)(=[O:42])=[O:41])=[CH:37]2)=[CH:32][CH:31]=1. (2) Given the product [N:1]1([CH2:6][CH:7]([C:9]2[S:10][CH:11]=[CH:12][N:13]=2)[OH:8])[CH:5]=[CH:4][N:3]=[CH:2]1, predict the reactants needed to synthesize it. The reactants are: [N:1]1([CH2:6][C:7]([C:9]2[S:10][CH:11]=[CH:12][N:13]=2)=[O:8])[CH:5]=[CH:4][N:3]=[CH:2]1.[BH4-].[Na+]. (3) Given the product [CH2:5]([O:7][C:8]([C:10]1[N:11]=[C:12]([CH2:15][C:17]2[N:18]([S:31]([C:34]3[CH:39]=[CH:38][CH:37]=[C:36]([C:40]([CH3:41])([CH3:43])[CH3:42])[CH:35]=3)(=[O:32])=[O:33])[C:19]3[C:24]([C:25]=2[CH3:26])=[CH:23][C:22]([C:27]([F:29])([F:30])[F:28])=[CH:21][CH:20]=3)[S:13][CH:14]=1)=[O:9])[CH3:6], predict the reactants needed to synthesize it. The reactants are: O=S(Cl)Cl.[CH2:5]([O:7][C:8]([C:10]1[N:11]=[C:12]([CH:15]([C:17]2[N:18]([S:31]([C:34]3[CH:39]=[CH:38][CH:37]=[C:36]([C:40]([CH3:43])([CH3:42])[CH3:41])[CH:35]=3)(=[O:33])=[O:32])[C:19]3[C:24]([C:25]=2[CH3:26])=[CH:23][C:22]([C:27]([F:30])([F:29])[F:28])=[CH:21][CH:20]=3)O)[S:13][CH:14]=1)=[O:9])[CH3:6].CN(C)C=O. (4) The reactants are: [NH2:1][C:2]1[CH:9]=[C:8]([CH3:10])[CH:7]=[CH:6][C:3]=1[C:4]#[N:5].[C:11]([N:19]=[C:20]=[S:21])(=[O:18])[C:12]1[CH:17]=[CH:16][CH:15]=[CH:14][CH:13]=1. Given the product [C:4]([C:3]1[CH:6]=[CH:7][C:8]([CH3:10])=[CH:9][C:2]=1[NH:1][C:20]([NH:19][C:11](=[O:18])[C:12]1[CH:13]=[CH:14][CH:15]=[CH:16][CH:17]=1)=[S:21])#[N:5], predict the reactants needed to synthesize it.